This data is from Reaction yield outcomes from USPTO patents with 853,638 reactions. The task is: Predict the reaction yield, written as a fraction of the theoretical maximum amount of product (1.0 means a 100% yield; for example, 0.34 means a 34% yield). (1) The reactants are Cl[CH2:2][C:3]1[CH:22]=[CH:21][C:6]([O:7][CH2:8][C:9]2[N:10]=[C:11]([C:15]3[CH:20]=[CH:19][CH:18]=[CH:17][CH:16]=3)[O:12][C:13]=2[CH3:14])=[CH:5][CH:4]=1.[CH2:23]([N:30]1[CH:34]=[C:33]([C:35]([O:37][CH2:38][CH3:39])=[O:36])[C:32]([OH:40])=[N:31]1)[C:24]1[CH:29]=[CH:28][CH:27]=[CH:26][CH:25]=1.C(=O)([O-])[O-].[K+].[K+].CN(C)C=O. The catalyst is O. The product is [CH2:23]([N:30]1[CH:34]=[C:33]([C:35]([O:37][CH2:38][CH3:39])=[O:36])[C:32]([O:40][CH2:2][C:3]2[CH:22]=[CH:21][C:6]([O:7][CH2:8][C:9]3[N:10]=[C:11]([C:15]4[CH:20]=[CH:19][CH:18]=[CH:17][CH:16]=4)[O:12][C:13]=3[CH3:14])=[CH:5][CH:4]=2)=[N:31]1)[C:24]1[CH:25]=[CH:26][CH:27]=[CH:28][CH:29]=1. The yield is 0.950. (2) The reactants are [CH2:1]([O:3][C:4]1[N:9]=[CH:8][C:7]([S:10]([C:13]2[N:17]([C:18]3[CH:23]=[CH:22][CH:21]=[CH:20][C:19]=3[F:24])[N:16]=[C:15]([CH2:25][N:26](C)[C:27](=O)OC(C)(C)C)[CH:14]=2)(=[O:12])=[O:11])=[CH:6][CH:5]=1)[CH3:2].C(OCC)(=O)C.[ClH:41]. The catalyst is C(OCC)(=O)C.C(O)C. The product is [ClH:41].[CH2:1]([O:3][C:4]1[N:9]=[CH:8][C:7]([S:10]([C:13]2[N:17]([C:18]3[CH:23]=[CH:22][CH:21]=[CH:20][C:19]=3[F:24])[N:16]=[C:15]([CH2:25][NH:26][CH3:27])[CH:14]=2)(=[O:12])=[O:11])=[CH:6][CH:5]=1)[CH3:2]. The yield is 0.800. (3) The reactants are [F:1][C:2]1[CH:7]=[C:6]([S:8]([CH3:11])(=[O:10])=[O:9])[CH:5]=[CH:4][C:3]=1[NH:12][C@H:13]1[CH2:17][CH2:16][N:15]([CH:18]2[CH2:23][CH2:22][NH:21][CH2:20][CH2:19]2)[C:14]1=[O:24].CCN(C(C)C)C(C)C.[Cl:34][C:35]1[CH:40]=[N:39][C:38](Cl)=[CH:37][N:36]=1.C(OCC)C. The catalyst is CN(C=O)C. The product is [Cl:34][C:35]1[N:36]=[CH:37][C:38]([N:21]2[CH2:22][CH2:23][CH:18]([N:15]3[CH2:16][CH2:17][C@H:13]([NH:12][C:3]4[CH:4]=[CH:5][C:6]([S:8]([CH3:11])(=[O:10])=[O:9])=[CH:7][C:2]=4[F:1])[C:14]3=[O:24])[CH2:19][CH2:20]2)=[N:39][CH:40]=1. The yield is 0.730. (4) The reactants are [Cl:1][C:2]1[CH:3]=[CH:4][C:5]([CH3:11])=[C:6]([N:8]=[C:9]=[S:10])[CH:7]=1.[CH2:12]([NH:14][C:15]1[C:16]([CH3:22])=[N:17][N:18]([CH3:21])[C:19]=1[CH3:20])[CH3:13]. No catalyst specified. The product is [Cl:1][C:2]1[CH:3]=[CH:4][C:5]([CH3:11])=[C:6]([NH:8][C:9](=[S:10])[N:14]([CH2:12][CH3:13])[C:15]2[C:16]([CH3:22])=[N:17][N:18]([CH3:21])[C:19]=2[CH3:20])[CH:7]=1. The yield is 0.700.